This data is from Catalyst prediction with 721,799 reactions and 888 catalyst types from USPTO. The task is: Predict which catalyst facilitates the given reaction. (1) Reactant: [Cl:1][C:2]1[CH:3]=[C:4]2[C:14](=[CH:15][CH:16]=1)[C:8]1([CH2:13][CH2:12][O:11][CH2:10][CH2:9]1)[C:7](=[O:17])[C:6]([C:18](OCC)=[O:19])=[C:5]2[OH:23].C(N(C(C)C)C(C)C)C.Cl.[C:34]([O:38][C:39](=[O:43])[C@@H:40]([CH3:42])[NH2:41])([CH3:37])([CH3:36])[CH3:35]. Product: [Cl:1][C:2]1[CH:3]=[C:4]2[C:14](=[CH:15][CH:16]=1)[C:8]1([CH2:13][CH2:12][O:11][CH2:10][CH2:9]1)[C:7](=[O:17])[C:6]([C:18]([NH:41][C@@H:40]([C:39]([O:38][C:34]([CH3:37])([CH3:36])[CH3:35])=[O:43])[CH3:42])=[O:19])=[C:5]2[OH:23]. The catalyst class is: 225. (2) Reactant: [Br:1][C:2]1[CH:11]=[C:10]2[C:5]([CH:6]=[C:7]([NH2:12])[CH:8]=[N:9]2)=[CH:4][CH:3]=1.N1C=CC=CC=1.[CH3:19][S:20](Cl)(=[O:22])=[O:21]. Product: [Br:1][C:2]1[CH:11]=[C:10]2[C:5]([CH:6]=[C:7]([NH:12][S:20]([CH3:19])(=[O:22])=[O:21])[CH:8]=[N:9]2)=[CH:4][CH:3]=1. The catalyst class is: 10.